This data is from Full USPTO retrosynthesis dataset with 1.9M reactions from patents (1976-2016). The task is: Predict the reactants needed to synthesize the given product. (1) Given the product [CH2:1]([N:8]1[CH2:9][CH2:10][N:11]([CH:14]2[CH2:19][CH2:18][CH:17]([NH2:20])[CH2:16][CH2:15]2)[CH2:12][CH2:13]1)[C:2]1[CH:3]=[CH:4][CH:5]=[CH:6][CH:7]=1, predict the reactants needed to synthesize it. The reactants are: [CH2:1]([N:8]1[CH2:13][CH2:12][N:11]([CH:14]2[CH2:19][CH2:18][CH:17]([N:20]3C(=O)C4C(=CC=CC=4)C3=O)[CH2:16][CH2:15]2)[CH2:10][CH2:9]1)[C:2]1[CH:7]=[CH:6][CH:5]=[CH:4][CH:3]=1.NN.O. (2) Given the product [Br:2][CH2:25][CH2:24][CH2:23][CH:18]1[CH2:19][CH2:20][CH2:21][CH2:22][N:17]1[S:14]([C:10]1[C:11]([CH3:13])=[CH:12][C:7]([O:6][CH3:5])=[CH:8][C:9]=1[CH3:27])(=[O:16])=[O:15], predict the reactants needed to synthesize it. The reactants are: P(Br)(Br)[Br:2].[CH3:5][O:6][C:7]1[CH:12]=[C:11]([CH3:13])[C:10]([S:14]([N:17]2[CH2:22][CH2:21][CH2:20][CH2:19][CH:18]2[CH2:23][CH2:24][CH2:25]O)(=[O:16])=[O:15])=[C:9]([CH3:27])[CH:8]=1.O.